This data is from Full USPTO retrosynthesis dataset with 1.9M reactions from patents (1976-2016). The task is: Predict the reactants needed to synthesize the given product. (1) Given the product [F:15][C:14]([F:17])([F:16])[C:13]([C:6]1[C:7]([CH3:12])=[N:8][C:9]2[C:4]([C:5]=1[C:19]1[CH:24]=[CH:23][CH:22]=[CH:21][CH:20]=1)=[CH:3][C:2]([N:27]1[CH2:28][CH2:29][CH2:30][CH:26]1[CH3:25])=[CH:11][CH:10]=2)=[O:18], predict the reactants needed to synthesize it. The reactants are: Br[C:2]1[CH:3]=[C:4]2[C:9](=[CH:10][CH:11]=1)[N:8]=[C:7]([CH3:12])[C:6]([C:13](=[O:18])[C:14]([F:17])([F:16])[F:15])=[C:5]2[C:19]1[CH:24]=[CH:23][CH:22]=[CH:21][CH:20]=1.[CH3:25][CH:26]1[CH2:30][CH2:29][CH2:28][NH:27]1. (2) Given the product [CH:7]([C:6]1[N:20]=[C:19]([Cl:18])[CH:24]=[C:23]([Cl:25])[N:22]=1)=[CH2:8], predict the reactants needed to synthesize it. The reactants are: C([Li])=C.[Li]C[CH2:6][CH2:7][CH3:8].C([Sn](C=C)(C=C)C=C)=C.[Cl:18][C:19]1[CH:24]=[C:23]([Cl:25])[N:22]=C[N:20]=1.C(C1C(=O)C(Cl)=C(Cl)C(=O)C=1C#N)#N. (3) The reactants are: CC1C=CC(S(O[CH2:12][CH2:13][CH2:14][CH2:15][C:16]2[C:24]3[C:19](=[CH:20][CH:21]=[C:22]([C:25]#[N:26])[CH:23]=3)[NH:18][CH:17]=2)(=O)=O)=CC=1.[CH3:27][C:28]1[N:29]=[C:30]([N:36]2[CH2:41][CH2:40][NH:39][CH2:38][CH2:37]2)[S:31][C:32]=1[C:33]([NH2:35])=[O:34].C(=O)([O-])[O-].[K+].[K+].[I-].[K+]. Given the product [C:25]([C:22]1[CH:23]=[C:24]2[C:19](=[CH:20][CH:21]=1)[NH:18][CH:17]=[C:16]2[CH2:15][CH2:14][CH2:13][CH2:12][N:39]1[CH2:40][CH2:41][N:36]([C:30]2[S:31][C:32]([C:33]([NH2:35])=[O:34])=[C:28]([CH3:27])[N:29]=2)[CH2:37][CH2:38]1)#[N:26], predict the reactants needed to synthesize it.